Dataset: Forward reaction prediction with 1.9M reactions from USPTO patents (1976-2016). Task: Predict the product of the given reaction. Given the reactants [C:1]([O:5][C:6]([N:8]1[CH2:13][CH2:12][N:11]([C:14]2[C:19]([O:20][CH2:21][CH2:22][O:23][C:24]3[CH:29]=[CH:28][CH:27]=[C:26]([CH:30]=O)[CH:25]=3)=[N:18][CH:17]=[CH:16][N:15]=2)[CH2:10][CH2:9]1)=[O:7])([CH3:4])([CH3:3])[CH3:2].[NH:32]1[CH2:37][CH2:36][O:35][CH2:34][CH2:33]1.C(O[BH-](OC(=O)C)OC(=O)C)(=O)C.[Na+], predict the reaction product. The product is: [C:1]([O:5][C:6]([N:8]1[CH2:13][CH2:12][N:11]([C:14]2[C:19]([O:20][CH2:21][CH2:22][O:23][C:24]3[CH:29]=[CH:28][CH:27]=[C:26]([CH2:30][N:32]4[CH2:37][CH2:36][O:35][CH2:34][CH2:33]4)[CH:25]=3)=[N:18][CH:17]=[CH:16][N:15]=2)[CH2:10][CH2:9]1)=[O:7])([CH3:2])([CH3:4])[CH3:3].